From a dataset of NCI-60 drug combinations with 297,098 pairs across 59 cell lines. Regression. Given two drug SMILES strings and cell line genomic features, predict the synergy score measuring deviation from expected non-interaction effect. Drug 1: C1=CC(=CC=C1CCC2=CNC3=C2C(=O)NC(=N3)N)C(=O)NC(CCC(=O)O)C(=O)O. Drug 2: CCC1(CC2CC(C3=C(CCN(C2)C1)C4=CC=CC=C4N3)(C5=C(C=C6C(=C5)C78CCN9C7C(C=CC9)(C(C(C8N6C=O)(C(=O)OC)O)OC(=O)C)CC)OC)C(=O)OC)O.OS(=O)(=O)O. Cell line: 786-0. Synergy scores: CSS=23.2, Synergy_ZIP=3.39, Synergy_Bliss=5.15, Synergy_Loewe=1.73, Synergy_HSA=3.18.